This data is from Catalyst prediction with 721,799 reactions and 888 catalyst types from USPTO. The task is: Predict which catalyst facilitates the given reaction. (1) Reactant: [CH3:1][N:2]([CH3:22])[CH2:3][CH2:4][O:5][CH2:6][C:7]([NH:9][C@H:10]1[CH2:14][CH2:13][N:12](C(OC(C)(C)C)=O)[CH2:11]1)=[O:8].[F:23][C:24]([F:29])([F:28])[C:25]([OH:27])=[O:26]. Product: [CH3:1][N:2]([CH3:22])[CH2:3][CH2:4][O:5][CH2:6][C:7]([NH:9][C@H:10]1[CH2:14][CH2:13][NH:12][CH2:11]1)=[O:8].[F:23][C:24]([F:29])([F:28])[C:25]([O-:27])=[O:26]. The catalyst class is: 4. (2) Reactant: COC1C=CC(C[N:8](CC2C=CC(OC)=CC=2)[C:9]2[N:14]=[C:13]([CH3:15])[N:12]=[C:11]([C:16]3[C:17]([NH:26][C:27]4[CH:28]=[N:29][C:30]([O:34][CH3:35])=[C:31]([F:33])[CH:32]=4)=[N:18][CH:19]=[C:20]([CH:25]=3)[C:21]([O:23][CH3:24])=[O:22])[N:10]=2)=CC=1.OS(C(F)(F)F)(=O)=O.C(=O)(O)[O-].[Na+].C(Cl)Cl. Product: [NH2:8][C:9]1[N:14]=[C:13]([CH3:15])[N:12]=[C:11]([C:16]2[C:17]([NH:26][C:27]3[CH:28]=[N:29][C:30]([O:34][CH3:35])=[C:31]([F:33])[CH:32]=3)=[N:18][CH:19]=[C:20]([CH:25]=2)[C:21]([O:23][CH3:24])=[O:22])[N:10]=1. The catalyst class is: 67. (3) Reactant: [N:1]1[CH:6]=[CH:5][CH:4]=[C:3]([CH:7]=O)[CH:2]=1.[C:9]([CH2:11][C:12]([NH:14][CH2:15][CH2:16][C:17]1[CH:22]=[CH:21][C:20]([O:23][CH2:24][O:25][CH3:26])=[CH:19][CH:18]=1)=[O:13])#[N:10]. Product: [C:9]([C:11](=[CH:7][C:3]1[CH:2]=[N:1][CH:6]=[CH:5][CH:4]=1)[C:12]([NH:14][CH2:15][CH2:16][C:17]1[CH:18]=[CH:19][C:20]([O:23][CH2:24][O:25][CH3:26])=[CH:21][CH:22]=1)=[O:13])#[N:10]. The catalyst class is: 495. (4) Reactant: [Br:1][C:2]1[CH:3]=[C:4]([CH:17]=[CH:18][C:19]=1[O:20][CH3:21])[O:5][C:6]1[C:11]([CH3:12])=[CH:10][C:9]([N+:13]([O-])=O)=[CH:8][C:7]=1[CH3:16]. Product: [Br:1][C:2]1[CH:3]=[C:4]([CH:17]=[CH:18][C:19]=1[O:20][CH3:21])[O:5][C:6]1[C:11]([CH3:12])=[CH:10][C:9]([NH2:13])=[CH:8][C:7]=1[CH3:16]. The catalyst class is: 153. (5) Reactant: [C:1]([O:5][C:6](=[O:16])[NH:7][C:8]1[C:13]([CH3:14])=[CH:12][CH:11]=[CH:10][C:9]=1[OH:15])([CH3:4])([CH3:3])[CH3:2].[Br:17][CH2:18][CH2:19][CH2:20]Br.C(=O)([O-])[O-].[K+].[K+]. Product: [C:1]([O:5][C:6](=[O:16])[NH:7][C:8]1[C:13]([CH3:14])=[CH:12][CH:11]=[CH:10][C:9]=1[O:15][CH2:20][CH2:19][CH2:18][Br:17])([CH3:4])([CH3:2])[CH3:3]. The catalyst class is: 10. (6) Reactant: [CH3:1][O:2][C:3]1[CH:4]=[C:5]2[C:10](=[CH:11][C:12]=1[O:13][CH3:14])[N:9]=[CH:8][CH:7]=[C:6]2[O:15][C:16]1[CH:22]=[CH:21][C:19]([NH2:20])=[CH:18][CH:17]=1.Cl[C:24](Cl)([O:26][C:27](=[O:33])OC(Cl)(Cl)Cl)Cl.[CH3:35][N:36]([CH3:44])[CH2:37][CH2:38][CH2:39][CH2:40][CH2:41]CO.C(=O)(O)[O-].[Na+]. Product: [CH3:1][O:2][C:3]1[CH:4]=[C:5]2[C:10](=[CH:11][C:12]=1[O:13][CH3:14])[N:9]=[CH:8][CH:7]=[C:6]2[O:15][C:16]1[CH:22]=[CH:21][C:19]([NH:20][C:27](=[O:33])[O:26][CH2:24][CH2:41][CH2:40][CH2:39][CH2:38][CH2:37][N:36]([CH3:44])[CH3:35])=[CH:18][CH:17]=1. The catalyst class is: 208. (7) Product: [F:28][C:29]1[CH:30]=[CH:31][CH:32]=[C:33]2[C:37]=1[NH:36][CH:35]=[C:34]2[C:38]1[CH2:39][CH2:40][N:41]([CH2:12][CH:13]2[O:27][C:17]3=[C:18]4[C:23](=[CH:24][CH:25]=[C:16]3[O:15][CH2:14]2)[N:22]=[C:21]([CH3:26])[CH:20]=[CH:19]4)[CH2:42][CH:43]=1. The catalyst class is: 16. Reactant: CC1C=CC(S(O[CH2:12][C@@H:13]2[O:27][C:17]3=[C:18]4[C:23](=[CH:24][CH:25]=[C:16]3[O:15][CH2:14]2)[N:22]=[C:21]([CH3:26])[CH:20]=[CH:19]4)(=O)=O)=CC=1.[F:28][C:29]1[CH:30]=[CH:31][CH:32]=[C:33]2[C:37]=1[NH:36][CH:35]=[C:34]2[C:38]1[CH2:39][CH2:40][NH:41][CH2:42][CH:43]=1.